This data is from Reaction yield outcomes from USPTO patents with 853,638 reactions. The task is: Predict the reaction yield, written as a fraction of the theoretical maximum amount of product (1.0 means a 100% yield; for example, 0.34 means a 34% yield). (1) The yield is 0.860. The product is [CH3:1][O:2][CH2:3][CH2:4][O:5][C:6]1[CH:14]=[C:13]2[C:9]([CH:10]=[CH:11][NH:12]2)=[CH:8][C:7]=1[O:15][C:16]1[CH:21]=[CH:20][N:19]=[C:18]([NH2:22])[CH:17]=1. The catalyst is CO. The reactants are [CH3:1][O:2][CH2:3][CH2:4][O:5][C:6]1[CH:14]=[C:13]2[C:9]([CH:10]=[CH:11][NH:12]2)=[CH:8][C:7]=1[O:15][C:16]1[CH:21]=[CH:20][N:19]=[C:18]([NH:22]C(=O)C)[CH:17]=1.[OH-].[Na+].O.C(OCC)(=O)C. (2) The reactants are BrCC1C=C(C2OC=CC=2)N(C)N=1.[CH3:14][C:15]1[N:19]=[C:18]([CH2:20]P(=O)(OCC)OCC)[O:17][N:16]=1.[C:29]([O:33][C:34]([N:36]1[CH2:41][CH2:40][C:39](=O)[CH2:38][CH2:37]1)=[O:35])([CH3:32])([CH3:31])[CH3:30]. No catalyst specified. The product is [C:29]([O:33][C:34]([N:36]1[CH2:41][CH2:40][C:39](=[CH:20][C:18]2[O:17][N:16]=[C:15]([CH3:14])[N:19]=2)[CH2:38][CH2:37]1)=[O:35])([CH3:32])([CH3:30])[CH3:31]. The yield is 1.00. (3) The reactants are [N:1]1([CH2:7][C:8]2[S:9][C:10]([NH:13][CH:14]=[C:15]([C:21]([O:23][CH2:24][CH3:25])=[O:22])[C:16]([O:18][CH2:19][CH3:20])=[O:17])=[CH:11][N:12]=2)[CH2:6][CH2:5][O:4][CH2:3][CH2:2]1.[C:26]([O-])([O-])=O.[K+].[K+].IC. The catalyst is CN(C=O)C. The product is [CH3:26][N:13]([CH:14]=[C:15]([C:21]([O:23][CH2:24][CH3:25])=[O:22])[C:16]([O:18][CH2:19][CH3:20])=[O:17])[C:10]1[S:9][C:8]([CH2:7][N:1]2[CH2:6][CH2:5][O:4][CH2:3][CH2:2]2)=[N:12][CH:11]=1. The yield is 0.630. (4) The reactants are Br[C:2]1[CH:9]=[CH:8][CH:7]=[CH:6][C:3]=1[C:4]#[N:5].O.[NH2:11][C:12]1[CH:13]=[C:14](B(O)O)[CH:15]=[CH:16][CH:17]=1. The catalyst is COCCOC.C(=O)([O-])[O-].[Na+].[Na+].C1C=CC([P]([Pd]([P](C2C=CC=CC=2)(C2C=CC=CC=2)C2C=CC=CC=2)([P](C2C=CC=CC=2)(C2C=CC=CC=2)C2C=CC=CC=2)[P](C2C=CC=CC=2)(C2C=CC=CC=2)C2C=CC=CC=2)(C2C=CC=CC=2)C2C=CC=CC=2)=CC=1. The product is [NH2:11][C:12]1[CH:17]=[C:16]([C:2]2[C:3]([C:4]#[N:5])=[CH:6][CH:7]=[CH:8][CH:9]=2)[CH:15]=[CH:14][CH:13]=1. The yield is 0.980. (5) The reactants are [CH:1]([C:3]1[CH:4]=[C:5]2[C:9](=[CH:10][CH:11]=1)[NH:8][CH:7]=[CH:6]2)=[CH2:2].[C:12](O[C:12]([O:14][C:15]([CH3:18])([CH3:17])[CH3:16])=[O:13])([O:14][C:15]([CH3:18])([CH3:17])[CH3:16])=[O:13]. The catalyst is C(#N)C.CN(C1C=CN=CC=1)C.C(Cl)Cl. The product is [C:15]([O:14][C:12]([N:8]1[C:9]2[C:5](=[CH:4][C:3]([CH:1]=[CH2:2])=[CH:11][CH:10]=2)[CH:6]=[CH:7]1)=[O:13])([CH3:18])([CH3:17])[CH3:16]. The yield is 0.590. (6) The reactants are [Cl:1][C:2]1[CH:3]=[CH:4][C:5]([OH:10])=[C:6]([CH:9]=1)[C:7]#[N:8].Cl[CH2:12][C:13]([NH2:15])=[O:14].C(=O)([O-])[O-].[Cs+].[Cs+]. The catalyst is CN(C)C(=O)C. The product is [Cl:1][C:2]1[CH:3]=[CH:4][C:5]([O:10][CH2:12][C:13]([NH2:15])=[O:14])=[C:6]([C:7]#[N:8])[CH:9]=1. The yield is 0.850. (7) The reactants are Br[C:2]1[CH:7]=[C:6]([C:8]([CH3:11])([CH3:10])[CH3:9])[C:5]([N+:12]([O-:14])=[O:13])=[CH:4][C:3]=1[NH2:15].CCN(CC)CC.[CH3:23][Si:24]([C:27]#[CH:28])([CH3:26])[CH3:25]. The catalyst is C1(C)C=CC=CC=1.O.Cl[Pd](Cl)([P](C1C=CC=CC=1)(C1C=CC=CC=1)C1C=CC=CC=1)[P](C1C=CC=CC=1)(C1C=CC=CC=1)C1C=CC=CC=1.[Cu]I. The product is [C:8]([C:6]1[C:5]([N+:12]([O-:14])=[O:13])=[CH:4][C:3]([NH:15][C:28]#[C:27][Si:24]([CH3:26])([CH3:25])[CH3:23])=[CH:2][CH:7]=1)([CH3:11])([CH3:10])[CH3:9]. The yield is 0.810. (8) The reactants are [NH2:1][C:2]1[N:7]=[C:6]([N:8]2[CH2:14][C:13]3[CH:15]=[C:16]([C:19]4[CH:20]=[C:21]([NH2:26])[C:22]([NH2:25])=[CH:23][CH:24]=4)[CH:17]=[CH:18][C:12]=3[O:11][CH2:10][CH2:9]2)[C:5]([CH:27]([CH3:29])[CH3:28])=[C:4]([CH3:30])[N:3]=1.[CH3:31][O:32][C:33]([NH:35][C:36](=NC(OC)=O)SC)=[O:34]. The catalyst is C(O)(=O)C. The product is [NH2:1][C:2]1[N:7]=[C:6]([N:8]2[CH2:14][C:13]3[CH:15]=[C:16]([C:19]4[CH:24]=[CH:23][C:22]5[NH:25][C:36]([NH:35][C:33](=[O:34])[O:32][CH3:31])=[N:26][C:21]=5[CH:20]=4)[CH:17]=[CH:18][C:12]=3[O:11][CH2:10][CH2:9]2)[C:5]([CH:27]([CH3:28])[CH3:29])=[C:4]([CH3:30])[N:3]=1. The yield is 0.710. (9) The reactants are [CH3:1][C:2]1([CH3:19])[CH2:6][O:5][C:4]2[CH:7]=[C:8]([CH3:18])[C:9]([C:11]3[N:12]=[CH:13][C:14]([NH2:17])=[N:15][CH:16]=3)=[CH:10][C:3]1=2.[F:20][C:21]1[CH:29]=[CH:28][CH:27]=[CH:26][C:22]=1[C:23](Cl)=[O:24]. No catalyst specified. The product is [F:20][C:21]1[CH:29]=[CH:28][CH:27]=[CH:26][C:22]=1[C:23]([NH:17][C:14]1[CH:13]=[N:12][C:11]([C:9]2[C:8]([CH3:18])=[CH:7][C:4]3[O:5][CH2:6][C:2]([CH3:19])([CH3:1])[C:3]=3[CH:10]=2)=[CH:16][N:15]=1)=[O:24]. The yield is 0.487.